This data is from Forward reaction prediction with 1.9M reactions from USPTO patents (1976-2016). The task is: Predict the product of the given reaction. (1) Given the reactants Cl[C:2]1[C:7]([Cl:8])=[CH:6][CH:5]=[CH:4][N:3]=1.[C:9](=O)([O-])[O-].[K+].[K+].C1(C)C=CC=CC=1.[NH2:22][C:23]1[C:24]([CH3:44])=[C:25]([C:40]([O:42][CH3:43])=[O:41])[CH:26]=[C:27]([C:29]2[CH:34]=[CH:33][CH:32]=[C:31]([S:35]([CH2:38][CH3:39])(=[O:37])=[O:36])[CH:30]=2)[CH:28]=1, predict the reaction product. The product is: [Cl:8][C:7]1[C:2]([NH:22][C:23]2[C:24]([CH3:44])=[C:25]([C:40]([O:42][CH2:43][CH3:9])=[O:41])[CH:26]=[C:27]([C:29]3[CH:34]=[CH:33][CH:32]=[C:31]([S:35]([CH2:38][CH3:39])(=[O:37])=[O:36])[CH:30]=3)[CH:28]=2)=[N:3][CH:4]=[CH:5][CH:6]=1. (2) Given the reactants [NH2:1][CH2:2][CH2:3][CH2:4][N:5]1[CH2:10][CH2:9][C:8](=[O:11])[NH:7][C:6]1=[O:12].CS(O[CH2:18][C@H:19]1[O:28][C:23]2=[N:24][CH:25]=[CH:26][CH:27]=[C:22]2[O:21][CH2:20]1)(=O)=O, predict the reaction product. The product is: [O:21]1[C:22]2[C:23](=[N:24][CH:25]=[CH:26][CH:27]=2)[O:28][C@@H:19]([CH2:18][NH:1][CH2:2][CH2:3][CH2:4][N:5]2[CH2:10][CH2:9][C:8](=[O:11])[NH:7][C:6]2=[O:12])[CH2:20]1. (3) Given the reactants [C:1]1([O:7][CH3:8])[CH:6]=[CH:5][CH:4]=[CH:3][CH:2]=1.[C:9](O[C:9](=[O:16])[C:10]1[CH:15]=[CH:14][CH:13]=[CH:12][CH:11]=1)(=[O:16])[C:10]1[CH:15]=[CH:14][CH:13]=[CH:12][CH:11]=1.FC(F)(F)S([O-])(=O)=O.C([N+]1C=CN(CC)C=1)C, predict the reaction product. The product is: [CH3:8][O:7][C:1]1[CH:6]=[CH:5][C:4]([C:9]([C:10]2[CH:15]=[CH:14][CH:13]=[CH:12][CH:11]=2)=[O:16])=[CH:3][CH:2]=1.